From a dataset of Forward reaction prediction with 1.9M reactions from USPTO patents (1976-2016). Predict the product of the given reaction. (1) Given the reactants [OH:1][CH2:2][CH2:3][S:4][C:5]1[CH:6]=[C:7]2[C:11](=[CH:12][CH:13]=1)[N:10](C(OC(C)(C)C)=O)[CH2:9][CH2:8]2.Cl, predict the reaction product. The product is: [NH:10]1[C:11]2[C:7](=[CH:6][C:5]([S:4][CH2:3][CH2:2][OH:1])=[CH:13][CH:12]=2)[CH2:8][CH2:9]1. (2) Given the reactants O.[NH2:2][NH2:3].Cl[C:5]1[N:6]=[C:7]([NH2:23])[C:8]2[N:9]=[CH:10][N:11]([C:21]=2[N:22]=1)[C@@H:12]1[O:20][C@H:17]([CH2:18][OH:19])[C@@H:15]([OH:16])[C@H:13]1[OH:14], predict the reaction product. The product is: [NH:2]([C:5]1[N:6]=[C:7]([NH2:23])[C:8]2[N:9]=[CH:10][N:11]([C:21]=2[N:22]=1)[C@@H:12]1[O:20][C@H:17]([CH2:18][OH:19])[C@@H:15]([OH:16])[C@H:13]1[OH:14])[NH2:3]. (3) Given the reactants [C:1]([N:5]([CH2:13][CH2:14][C:15]#[C:16][C:17]1[S:18][CH:19]=[CH:20][CH:21]=1)[C:6](=[O:12])[C:7]([O:9]CC)=[O:8])([CH3:4])([CH3:3])[CH3:2].[OH-].[K+].Cl, predict the reaction product. The product is: [C:1]([N:5]([CH2:13][CH2:14][C:15]#[C:16][C:17]1[S:18][CH:19]=[CH:20][CH:21]=1)[C:6](=[O:12])[C:7]([OH:9])=[O:8])([CH3:4])([CH3:2])[CH3:3].